Dataset: Forward reaction prediction with 1.9M reactions from USPTO patents (1976-2016). Task: Predict the product of the given reaction. (1) Given the reactants [NH:1]1[C:9]2[C:4](=[CH:5][CH:6]=[CH:7][CH:8]=2)[CH:3]=[CH:2]1.[C:10]1(=[O:16])[NH:14][C:13](=[O:15])[CH:12]=[CH:11]1.O, predict the reaction product. The product is: [NH:1]1[C:9]2[C:4](=[CH:5][CH:6]=[CH:7][CH:8]=2)[C:3]([CH:12]2[CH2:11][C:10](=[O:16])[NH:14][C:13]2=[O:15])=[CH:2]1. (2) Given the reactants [NH2:1][C:2]1[C:6]2[C:7](=[O:26])[N:8]([C@H:21]([CH:23]([CH3:25])[CH3:24])[CH3:22])[CH:9]=[C:10]([C:11]3[CH:15]=[C:14]([C:16]([OH:19])([CH3:18])[CH3:17])[N:13]([CH3:20])[N:12]=3)[C:5]=2[NH:4][N:3]=1.[ClH:27], predict the reaction product. The product is: [ClH:27].[NH2:1][C:2]1[C:6]2[C:7](=[O:26])[N:8]([C@H:21]([CH:23]([CH3:25])[CH3:24])[CH3:22])[CH:9]=[C:10]([C:11]3[CH:15]=[C:14]([C:16]([OH:19])([CH3:17])[CH3:18])[N:13]([CH3:20])[N:12]=3)[C:5]=2[NH:4][N:3]=1. (3) Given the reactants [N+:1]([C:4]1[CH:11]=[N:10][CH:9]=[CH:8][C:5]=1[CH:6]=[O:7])([O-:3])=[O:2].C1(C)C=CC(S(O)(=O)=[O:19])=CC=1.[C:23]1([CH3:29])C=CC=C[CH:24]=1, predict the reaction product. The product is: [O:7]1[CH2:29][CH2:23][CH2:24][O:19][CH:6]1[C:5]1[CH:8]=[CH:9][N:10]=[CH:11][C:4]=1[N+:1]([O-:3])=[O:2]. (4) Given the reactants [CH3:1][O:2][C:3]1[CH:24]=[CH:23][C:6]([CH2:7][N:8]2[CH:12]=[C:11]3[C:13](=O)[CH:14](Br)[CH2:15][O:16][CH:17]([CH:18]([CH3:20])[CH3:19])[C:10]3=[N:9]2)=[CH:5][CH:4]=1.[CH3:25][C:26]1[CH:31]=[CH:30][N:29]=[C:28]([NH:32][C:33]([NH2:35])=[S:34])[N:27]=1, predict the reaction product. The product is: [CH:18]([CH:17]1[C:10]2[C:11](=[CH:12][N:8]([CH2:7][C:6]3[CH:23]=[CH:24][C:3]([O:2][CH3:1])=[CH:4][CH:5]=3)[N:9]=2)[C:13]2[N:35]=[C:33]([NH:32][C:28]3[N:27]=[C:26]([CH3:25])[CH:31]=[CH:30][N:29]=3)[S:34][C:14]=2[CH2:15][O:16]1)([CH3:20])[CH3:19]. (5) Given the reactants [N:1]1[CH:6]=[CH:5][C:4]([CH2:7][NH2:8])=[CH:3][CH:2]=1.[CH3:9][OH:10].C(Cl)(Cl)Cl.[CH3:15]O.N, predict the reaction product. The product is: [N:1]1[CH:6]=[CH:5][C:4]([CH2:7][NH:8][C:9](=[O:10])[CH3:15])=[CH:3][CH:2]=1. (6) Given the reactants [CH3:1][S:2][C:3]1[CH:4]=[C:5]2[CH2:11][CH2:10][NH:9][C:6]2=[N:7][CH:8]=1.[Cl:12][C:13]1[CH:18]=[C:17](Cl)[N:16]=[CH:15][N:14]=1.C[Si]([N-][Si](C)(C)C)(C)C.[Na+], predict the reaction product. The product is: [Cl:12][C:13]1[N:14]=[CH:15][N:16]=[C:17]([N:9]2[C:6]3=[N:7][CH:8]=[C:3]([S:2][CH3:1])[CH:4]=[C:5]3[CH2:11][CH2:10]2)[CH:18]=1.